This data is from Forward reaction prediction with 1.9M reactions from USPTO patents (1976-2016). The task is: Predict the product of the given reaction. (1) Given the reactants [Cl:1][C:2]1[CH:3]=[CH:4][C:5]([C:8]([OH:10])=O)=[N:6][CH:7]=1.[NH2:11][C:12]1[CH:17]=[CH:16][CH:15]=[CH:14][CH:13]=1.C(N(C(C)C)C(C)C)C.CN(C(ON1N=NC2C=CC=NC1=2)=[N+](C)C)C.F[P-](F)(F)(F)(F)F, predict the reaction product. The product is: [Cl:1][C:2]1[CH:3]=[CH:4][C:5]([C:8]([NH:11][C:12]2[CH:17]=[CH:16][CH:15]=[CH:14][CH:13]=2)=[O:10])=[N:6][CH:7]=1. (2) Given the reactants [NH:1]1[C:9]2[C:4](=[CH:5][CH:6]=[CH:7][CH:8]=2)[CH:3]=[C:2]1[C:10]([OH:12])=[O:11].S(=O)(=O)(O)O.[CH3:18]O, predict the reaction product. The product is: [NH:1]1[C:9]2[C:4](=[CH:5][CH:6]=[CH:7][CH:8]=2)[CH:3]=[C:2]1[C:10]([O:12][CH3:18])=[O:11]. (3) The product is: [CH:30]1([NH:35][C:1](=[O:20])[O:12][CH2:13][C:14]2[CH:15]=[CH:16][N:17]=[CH:18][CH:19]=2)[CH2:34][CH2:33][CH2:32][CH2:31]1. Given the reactants [C:1](=[O:20])([O:12][CH2:13][C:14]1[CH:19]=[CH:18][N:17]=[CH:16][CH:15]=1)OC1C=CC([N+]([O-])=O)=CC=1.CCN(C(C)C)C(C)C.[CH:30]1([NH2:35])[CH2:34][CH2:33][CH2:32][CH2:31]1, predict the reaction product. (4) The product is: [CH3:40][O:39][C:37](=[O:38])[CH2:36][NH:1][C:2]1[CH:3]=[CH:4][C:5]([O:6][C:7]2[CH:8]=[CH:9][C:10]([CH2:14][N:15]3[CH2:16][CH2:17][CH:18]([N:21]4[C@H:25]([C:26]5[CH:27]=[CH:28][CH:29]=[CH:30][CH:31]=5)[CH2:24][O:23][C:22]4=[O:32])[CH2:19][CH2:20]3)=[C:11]([CH3:13])[N:12]=2)=[CH:33][CH:34]=1. Given the reactants [NH2:1][C:2]1[CH:34]=[CH:33][C:5]([O:6][C:7]2[N:12]=[C:11]([CH3:13])[C:10]([CH2:14][N:15]3[CH2:20][CH2:19][CH:18]([N:21]4[C@H:25]([C:26]5[CH:31]=[CH:30][CH:29]=[CH:28][CH:27]=5)[CH2:24][O:23][C:22]4=[O:32])[CH2:17][CH2:16]3)=[CH:9][CH:8]=2)=[CH:4][CH:3]=1.Br[CH2:36][C:37]([O:39][CH3:40])=[O:38].CCN(C(C)C)C(C)C, predict the reaction product. (5) Given the reactants [C:1](#[N:9])[CH2:2][CH2:3][CH2:4][CH2:5][CH2:6][CH2:7][CH3:8].[NH2:10][OH:11], predict the reaction product. The product is: [OH:11][N:10]=[C:1]([NH2:9])[CH2:2][CH2:3][CH2:4][CH2:5][CH2:6][CH2:7][CH3:8]. (6) Given the reactants [NH2:1][CH2:2][C@H:3]([OH:12])[CH2:4][O:5][C:6]1[CH:11]=[CH:10][CH:9]=[CH:8][CH:7]=1.[I:13][C:14]1[CH:15]=[C:16]2[C:21](=[CH:22][CH:23]=1)[O:20][C@@H:19]([C:24](O)=[O:25])[CH2:18][CH2:17]2.Cl.CN(C)CCCN=C=NCC.O.ON1C2C=CC=CC=2N=N1.C(N(CC)CC)C, predict the reaction product. The product is: [OH:12][C@H:3]([CH2:4][O:5][C:6]1[CH:11]=[CH:10][CH:9]=[CH:8][CH:7]=1)[CH2:2][NH:1][C:24]([C@H:19]1[CH2:18][CH2:17][C:16]2[C:21](=[CH:22][CH:23]=[C:14]([I:13])[CH:15]=2)[O:20]1)=[O:25]. (7) The product is: [CH3:43][O:44][C:2]1[C:6]2[CH:7]=[C:8]3[C:13](=[CH:14][C:5]=2[N:4]([C:24]([C:37]2[CH:42]=[CH:41][CH:40]=[CH:39][CH:38]=2)([C:31]2[CH:36]=[CH:35][CH:34]=[CH:33][CH:32]=2)[C:25]2[CH:30]=[CH:29][CH:28]=[CH:27][CH:26]=2)[N:3]=1)[NH:12][C:11](=[O:15])[N:10]([C@@H:16]([C:18]1[CH:23]=[CH:22][CH:21]=[CH:20][CH:19]=1)[CH3:17])[CH2:9]3. Given the reactants I[C:2]1[C:6]2[CH:7]=[C:8]3[C:13](=[CH:14][C:5]=2[N:4]([C:24]([C:37]2[CH:42]=[CH:41][CH:40]=[CH:39][CH:38]=2)([C:31]2[CH:36]=[CH:35][CH:34]=[CH:33][CH:32]=2)[C:25]2[CH:30]=[CH:29][CH:28]=[CH:27][CH:26]=2)[N:3]=1)[NH:12][C:11](=[O:15])[N:10]([C@@H:16]([C:18]1[CH:23]=[CH:22][CH:21]=[CH:20][CH:19]=1)[CH3:17])[CH2:9]3.[C:43](=O)([O-])[O-:44].[Cs+].[Cs+].CO, predict the reaction product. (8) The product is: [C:1]([O:5][C:6](=[O:29])[N:7]([C:8]1[CH:9]=[C:10]2[C:15](=[CH:16][C:17]=1[F:18])[C:14](=[O:19])[N:13]([C:20]1[CH:25]=[CH:24][C:23]([N+:26]([O-:28])=[O:27])=[CH:22][CH:21]=1)[CH:12]=[CH:11]2)[CH3:30])([CH3:4])([CH3:2])[CH3:3]. Given the reactants [C:1]([O:5][C:6](=[O:29])[NH:7][C:8]1[CH:9]=[C:10]2[C:15](=[CH:16][C:17]=1[F:18])[C:14](=[O:19])[N:13]([C:20]1[CH:25]=[CH:24][C:23]([N+:26]([O-:28])=[O:27])=[CH:22][CH:21]=1)[CH:12]=[CH:11]2)([CH3:4])([CH3:3])[CH3:2].[C:30](=O)([O-])[O-].[Cs+].[Cs+].CI, predict the reaction product. (9) Given the reactants C[O:2][C:3]1([C:14]2[CH:19]=[CH:18][C:17]([CH3:20])=[C:16]([CH2:21][C:22]3[S:23][C:24]([C:27]4[CH:32]=[CH:31][C:30]([F:33])=[CH:29][CH:28]=4)=[CH:25][CH:26]=3)[CH:15]=2)[O:11][C@H:10]([CH2:12][OH:13])[C@@H:8]([OH:9])[C@H:6]([OH:7])[C@H:4]1[OH:5].C([SiH](CC)CC)C.B(F)(F)F.C(=O)([O-])O.[Na+], predict the reaction product. The product is: [OH2:2].[C@@H:3]1([C:14]2[CH:19]=[CH:18][C:17]([CH3:20])=[C:16]([CH2:21][C:22]3[S:23][C:24]([C:27]4[CH:28]=[CH:29][C:30]([F:33])=[CH:31][CH:32]=4)=[CH:25][CH:26]=3)[CH:15]=2)[O:11][C@H:10]([CH2:12][OH:13])[C@@H:8]([OH:9])[C@H:6]([OH:7])[C@H:4]1[OH:5].[C@@H:3]1([C:14]2[CH:19]=[CH:18][C:17]([CH3:20])=[C:16]([CH2:21][C:22]3[S:23][C:24]([C:27]4[CH:28]=[CH:29][C:30]([F:33])=[CH:31][CH:32]=4)=[CH:25][CH:26]=3)[CH:15]=2)[O:11][C@H:10]([CH2:12][OH:13])[C@@H:8]([OH:9])[C@H:6]([OH:7])[C@H:4]1[OH:5].